This data is from Reaction yield outcomes from USPTO patents with 853,638 reactions. The task is: Predict the reaction yield, written as a fraction of the theoretical maximum amount of product (1.0 means a 100% yield; for example, 0.34 means a 34% yield). (1) The reactants are [F:1][C:2]1[CH:3]=[C:4]([NH:10][C:11]2[C:16]([C:17]3[N:22]=[C:21]([CH3:23])[N:20]=[C:19]([N:24](CC4C=CC(OC)=CC=4)CC4C=CC(OC)=CC=4)[N:18]=3)=[CH:15][C:14]([CH:43]([NH:45][CH:46]([CH3:48])[CH3:47])[CH3:44])=[CH:13][N:12]=2)[CH:5]=[N:6][C:7]=1[O:8][CH3:9].C(O)(C(F)(F)F)=O.OS(C(F)(F)F)(=O)=O.[OH-].[Na+]. No catalyst specified. The product is [F:1][C:2]1[CH:3]=[C:4]([NH:10][C:11]2[C:16]([C:17]3[N:22]=[C:21]([CH3:23])[N:20]=[C:19]([NH2:24])[N:18]=3)=[CH:15][C:14]([CH:43]([NH:45][CH:46]([CH3:48])[CH3:47])[CH3:44])=[CH:13][N:12]=2)[CH:5]=[N:6][C:7]=1[O:8][CH3:9]. The yield is 0.790. (2) The reactants are [C:1]([O:5][C:6]([N:8]1[C:21]2[CH:20]=[CH:19][CH:18]=[C:17](OS(C(F)(F)F)(=O)=O)[C:16]=2[S:15][C:14]2[C:9]1=[CH:10][CH:11]=[CH:12][CH:13]=2)=[O:7])([CH3:4])([CH3:3])[CH3:2].[B:30]1([B:30]2[O:34][C:33]([CH3:36])([CH3:35])[C:32]([CH3:38])([CH3:37])[O:31]2)[O:34][C:33]([CH3:36])([CH3:35])[C:32]([CH3:38])([CH3:37])[O:31]1.C([O-])(=O)C.[K+].N#N. The catalyst is O1CCOCC1.C1C=CC([PH+]([C]2[CH][CH][CH][CH]2)C2C=CC=CC=2)=CC=1.C1C=CC([PH+]([C]2[CH][CH][CH][CH]2)C2C=CC=CC=2)=CC=1.C(Cl)Cl.Cl[Pd]Cl.[Fe]. The product is [C:1]([O:5][C:6]([N:8]1[C:21]2[CH:20]=[CH:19][CH:18]=[C:17]([B:30]3[O:34][C:33]([CH3:36])([CH3:35])[C:32]([CH3:38])([CH3:37])[O:31]3)[C:16]=2[S:15][C:14]2[C:9]1=[CH:10][CH:11]=[CH:12][CH:13]=2)=[O:7])([CH3:4])([CH3:3])[CH3:2]. The yield is 1.00.